This data is from NCI-60 drug combinations with 297,098 pairs across 59 cell lines. The task is: Regression. Given two drug SMILES strings and cell line genomic features, predict the synergy score measuring deviation from expected non-interaction effect. (1) Drug 1: C1CCC(C1)C(CC#N)N2C=C(C=N2)C3=C4C=CNC4=NC=N3. Drug 2: CS(=O)(=O)OCCCCOS(=O)(=O)C. Cell line: TK-10. Synergy scores: CSS=11.1, Synergy_ZIP=-2.51, Synergy_Bliss=1.08, Synergy_Loewe=-4.60, Synergy_HSA=-1.06. (2) Drug 1: CN1CCC(CC1)COC2=C(C=C3C(=C2)N=CN=C3NC4=C(C=C(C=C4)Br)F)OC. Drug 2: CN(CCCl)CCCl.Cl. Cell line: SK-MEL-5. Synergy scores: CSS=5.65, Synergy_ZIP=1.38, Synergy_Bliss=2.57, Synergy_Loewe=-8.77, Synergy_HSA=-3.70.